Dataset: Full USPTO retrosynthesis dataset with 1.9M reactions from patents (1976-2016). Task: Predict the reactants needed to synthesize the given product. (1) Given the product [C:7]([C:6]1[C:5]([N+:2]([O-:4])=[O:3])=[CH:12][CH:11]=[CH:10][C:9]=1[O:13][CH2:14][CH:15]1[CH2:20][CH2:19][CH2:18][N:17]([C:32]([NH:31][CH2:28][CH2:29][CH3:30])=[O:33])[CH2:16]1)#[N:8], predict the reactants needed to synthesize it. The reactants are: Cl.[N+:2]([C:5]1[CH:12]=[CH:11][CH:10]=[C:9]([O:13][CH2:14][CH:15]2[CH2:20][CH2:19][CH2:18][NH:17][CH2:16]2)[C:6]=1[C:7]#[N:8])([O-:4])=[O:3].C(N(CC)CC)C.[CH2:28]([N:31]=[C:32]=[O:33])[CH2:29][CH3:30]. (2) Given the product [CH2:16]([N:19]1[C:27]2[CH:26]=[CH:25][C:24]([C:28]([N:30]3[CH2:35][CH2:34][CH:33]([CH3:36])[CH2:32][CH2:31]3)=[O:29])=[CH:23][C:22]=2[C:21]2[CH2:37][N:38]([CH2:44][CH:41]3[CH2:43][CH2:42]3)[CH2:39][CH2:40][C:20]1=2)[CH:17]=[CH2:18].[ClH:15], predict the reactants needed to synthesize it. The reactants are: C(O[BH-](OC(=O)C)OC(=O)C)(=O)C.[Na+].[ClH:15].[CH2:16]([N:19]1[C:27]2[CH:26]=[CH:25][C:24]([C:28]([N:30]3[CH2:35][CH2:34][CH:33]([CH3:36])[CH2:32][CH2:31]3)=[O:29])=[CH:23][C:22]=2[C:21]2[CH2:37][NH:38][CH2:39][CH2:40][C:20]1=2)[CH:17]=[CH2:18].[CH:41]1([CH:44]=O)[CH2:43][CH2:42]1. (3) Given the product [CH:1]1([C:4]#[C:5][C:6]2[CH:17]=[C:16]([O:18][CH3:19])[CH:15]=[CH:14][C:7]=2[C:8](=[O:9])[CH2:20][C:21]2[CH:26]=[CH:25][CH:24]=[CH:23][CH:22]=2)[CH2:2][CH2:3]1, predict the reactants needed to synthesize it. The reactants are: [CH:1]1([C:4]#[C:5][C:6]2[CH:17]=[C:16]([O:18][CH3:19])[CH:15]=[CH:14][C:7]=2[C:8](N(C)OC)=[O:9])[CH2:3][CH2:2]1.[CH2:20]([Mg]Cl)[C:21]1[CH:26]=[CH:25][CH:24]=[CH:23][CH:22]=1. (4) Given the product [Cl:1][C:2]1[N:7]=[C:6]([NH2:8])[C:5]([I:15])=[CH:4][CH:3]=1, predict the reactants needed to synthesize it. The reactants are: [Cl:1][C:2]1[N:7]=[C:6]([NH:8]C(=O)C(C)(C)C)[C:5]([I:15])=[CH:4][CH:3]=1.Cl.C([O-])(O)=O.[Na+]. (5) Given the product [CH2:49]([N:56]1[CH:6]=[C:5]([C:15]2[C:23]3[CH:22]=[N:21][CH:20]=[N:19][C:18]=3[N:17]([C:24]([O:26][C:27]([CH3:30])([CH3:29])[CH3:28])=[O:25])[CH:16]=2)[N:58]=[N:57]1)[C:50]1[CH:55]=[CH:54][CH:53]=[CH:52][CH:51]=1, predict the reactants needed to synthesize it. The reactants are: C[Si]([C:5]#[CH:6])(C)C.C(N(CC)CC)C.I[C:15]1[C:23]2[CH:22]=[N:21][CH:20]=[N:19][C:18]=2[N:17]([C:24]([O:26][C:27]([CH3:30])([CH3:29])[CH3:28])=[O:25])[CH:16]=1.[F-].C([N+](CCCC)(CCCC)CCCC)CCC.[CH2:49]([N:56]=[N+:57]=[N-:58])[C:50]1[CH:55]=[CH:54][CH:53]=[CH:52][CH:51]=1.